The task is: Predict which catalyst facilitates the given reaction.. This data is from Catalyst prediction with 721,799 reactions and 888 catalyst types from USPTO. (1) Reactant: [CH2:1]([O:8][C:9]([N:11]1[CH2:17][CH2:16][C:15](=[O:18])[N:14]([C@H:19]([C:30]([O:32][CH3:33])=[O:31])[CH2:20][CH2:21][O:22]CC2C=CC=CC=2)[CH2:13][CH2:12]1)=[O:10])[C:2]1[CH:7]=[CH:6][CH:5]=[CH:4][CH:3]=1.C1(C)C=CC=CC=1.B(Cl)(Cl)Cl. Product: [CH2:1]([O:8][C:9]([N:11]1[CH2:17][CH2:16][C:15](=[O:18])[N:14]([C@H:19]([C:30]([O:32][CH3:33])=[O:31])[CH2:20][CH2:21][OH:22])[CH2:13][CH2:12]1)=[O:10])[C:2]1[CH:3]=[CH:4][CH:5]=[CH:6][CH:7]=1. The catalyst class is: 4. (2) Reactant: Br[C:2]1[CH:7]=[C:6]([CH2:8][C:9]2[CH:14]=[CH:13][C:12]([CH2:15][CH3:16])=[CH:11][CH:10]=2)[C:5]([Cl:17])=[CH:4][C:3]=1[O:18][CH2:19][CH2:20][O:21][C:22]([F:25])([F:24])[F:23].C[Si](C)(C)[O:28][C@@H:29]1[C@@H:34]([O:35][Si](C)(C)C)[C@H:33]([O:40][Si](C)(C)C)[C@@H:32]([CH2:45][O:46][Si](C)(C)C)[O:31][C:30]1=O.[Li]CCCC.CS(O)(=O)=O.[SiH](CC)(CC)CC.B(F)(F)F.CCOCC. Product: [Cl:17][C:5]1[C:6]([CH2:8][C:9]2[CH:14]=[CH:13][C:12]([CH2:15][CH3:16])=[CH:11][CH:10]=2)=[CH:7][C:2]([C@H:30]2[C@H:29]([OH:28])[C@@H:34]([OH:35])[C@H:33]([OH:40])[C@@H:32]([CH2:45][OH:46])[O:31]2)=[C:3]([O:18][CH2:19][CH2:20][O:21][C:22]([F:25])([F:24])[F:23])[CH:4]=1. The catalyst class is: 76. (3) Reactant: C(OC(=O)[NH:7][C:8]1[CH:13]=[CH:12][C:11]([C:14]2[CH:19]=[CH:18][C:17]([F:20])=[CH:16][CH:15]=2)=[CH:10][C:9]=1[NH:21][C:22](=[O:33])[CH2:23][C:24]([C:26]1[S:27][CH:28]=[CH:29][C:30]=1[C:31]#[N:32])=O)(C)(C)C.C(O)(C(F)(F)F)=O. Product: [F:20][C:17]1[CH:18]=[CH:19][C:14]([C:11]2[CH:12]=[CH:13][C:8]3[NH:7][C:24]([C:26]4[S:27][CH:28]=[CH:29][C:30]=4[C:31]#[N:32])=[CH:23][C:22](=[O:33])[NH:21][C:9]=3[CH:10]=2)=[CH:15][CH:16]=1. The catalyst class is: 2. (4) Reactant: [CH2:1]([O:3][C:4]1[CH2:8][CH2:7][C:6](=[O:9])[CH:5]=1)[CH3:2].C1C(=O)N([Br:17])C(=O)C1. Product: [Br:17][C:5]1[C:6](=[O:9])[CH2:7][CH2:8][C:4]=1[O:3][CH2:1][CH3:2]. The catalyst class is: 53. (5) Reactant: C(=O)([O-])[O-].[K+].[K+].[N+:7]([C:10]1[CH:18]=[CH:17][CH:16]=[C:12]([C:13]([OH:15])=[O:14])[C:11]=1[OH:19])([O-:9])=[O:8].[CH2:20](Br)[C:21]1[CH:26]=[CH:25][CH:24]=[CH:23][CH:22]=1. Product: [CH2:20]([O:19][C:11]1[C:10]([N+:7]([O-:9])=[O:8])=[CH:18][CH:17]=[CH:16][C:12]=1[C:13]([O:15][CH2:13][C:12]1[CH:16]=[CH:17][CH:18]=[CH:10][CH:11]=1)=[O:14])[C:21]1[CH:26]=[CH:25][CH:24]=[CH:23][CH:22]=1. The catalyst class is: 18. (6) Reactant: C([O:4][C:5]([C@H:7]1[CH2:12][CH2:11][C@H:10]([C:13]2[CH:18]=[CH:17][C:16]([NH:19][C:20]([NH:22][C:23]3[CH:28]=[C:27]([CH3:29])[CH:26]=[CH:25][C:24]=3[O:30][CH3:31])=[O:21])=[CH:15][CH:14]=2)[CH2:9][CH2:8]1)=[O:6])(C)C.[OH-].[Na+]. Product: [CH3:31][O:30][C:24]1[CH:25]=[CH:26][C:27]([CH3:29])=[CH:28][C:23]=1[NH:22][C:20](=[O:21])[NH:19][C:16]1[CH:17]=[CH:18][C:13]([C@H:10]2[CH2:11][CH2:12][C@H:7]([C:5]([OH:6])=[O:4])[CH2:8][CH2:9]2)=[CH:14][CH:15]=1. The catalyst class is: 36. (7) Reactant: [NH2:1][C:2]1[N:3]=[CH:4][C:5]2[CH2:6][C:7](=[O:18])[NH:8][C:9]3[CH:16]=[C:15]([Cl:17])[CH:14]=[CH:13][C:10]=3[C:11]=2[N:12]=1.Br[C:20]1[CH:21]=[C:22]([CH2:28][CH2:29][CH2:30][N:31]([CH3:33])[CH3:32])[C:23]([O:26][CH3:27])=[N:24][CH:25]=1.CC(C1C=C(C(C)C)C(C2C=CC=CC=2P(C2CCCCC2)C2CCCCC2)=C(C(C)C)C=1)C. Product: [Cl:17][C:15]1[CH:14]=[CH:13][C:10]2[C:11]3[N:12]=[C:2]([NH:1][C:20]4[CH:25]=[N:24][C:23]([O:26][CH3:27])=[C:22]([CH2:28][CH2:29][CH2:30][N:31]([CH3:32])[CH3:33])[CH:21]=4)[N:3]=[CH:4][C:5]=3[CH2:6][C:7](=[O:18])[NH:8][C:9]=2[CH:16]=1. The catalyst class is: 110.